Task: Predict the product of the given reaction.. Dataset: Forward reaction prediction with 1.9M reactions from USPTO patents (1976-2016) (1) The product is: [C:39]([NH:1][CH2:2][CH2:3][N:4]1[C:13]2[C:8](=[N:9][CH:10]=[C:11]([CH2:14][C:15]3[CH:16]=[CH:17][C:18]([F:21])=[CH:19][CH:20]=3)[CH:12]=2)[C:7]([OH:22])=[C:6]([C:23]([NH:25][CH2:26][CH2:27][OH:28])=[O:24])[C:5]1=[O:29])(=[O:41])[CH3:40]. Given the reactants [NH2:1][CH2:2][CH2:3][N:4]1[C:13]2[C:8](=[N:9][CH:10]=[C:11]([CH2:14][C:15]3[CH:20]=[CH:19][C:18]([F:21])=[CH:17][CH:16]=3)[CH:12]=2)[C:7]([OH:22])=[C:6]([C:23]([NH:25][CH2:26][CH2:27][OH:28])=[O:24])[C:5]1=[O:29].C(N(C(C)C)CC)(C)C.[C:39](OC(=O)C)(=[O:41])[CH3:40].O, predict the reaction product. (2) Given the reactants [C:1]([O:5][C:6](=[O:18])[CH2:7][N:8]1[C:16]2[C:11](=[C:12]([OH:17])[CH:13]=[CH:14][CH:15]=2)[CH:10]=[CH:9]1)([CH3:4])([CH3:3])[CH3:2].[CH3:19][C:20]1[N:21]=[C:22]([C:28]2[CH:33]=[CH:32][C:31]([C:34]([F:37])([F:36])[F:35])=[CH:30][CH:29]=2)[S:23][C:24]=1[CH2:25][CH2:26]O.C1(P(C2C=CC=CC=2)C2C=CC=CC=2)C=CC=CC=1.N(C(OC(C)(C)C)=O)=NC(OC(C)(C)C)=O, predict the reaction product. The product is: [C:1]([O:5][C:6](=[O:18])[CH2:7][N:8]1[C:16]2[C:11](=[C:12]([O:17][CH2:26][CH2:25][C:24]3[S:23][C:22]([C:28]4[CH:29]=[CH:30][C:31]([C:34]([F:37])([F:35])[F:36])=[CH:32][CH:33]=4)=[N:21][C:20]=3[CH3:19])[CH:13]=[CH:14][CH:15]=2)[CH:10]=[CH:9]1)([CH3:4])([CH3:2])[CH3:3]. (3) Given the reactants Cl[C:2]1[N:3]=[C:4]([N:27]2[CH2:32][CH2:31][O:30][CH2:29][CH2:28]2)[C:5]2[S:10][C:9]([C:11]3[CH:12]=[C:13]([C:17]([N:19]4[CH2:24][CH2:23][CH:22]([OH:25])[CH2:21][CH2:20]4)=[O:18])[CH:14]=[CH:15][CH:16]=3)=[C:8]([CH3:26])[C:6]=2[N:7]=1.[NH:33]1[C:41]2[C:36](=[CH:37][C:38](B3OC(C)(C)C(C)(C)O3)=[CH:39][N:40]=2)[CH:35]=[CH:34]1, predict the reaction product. The product is: [OH:25][CH:22]1[CH2:23][CH2:24][N:19]([C:17]([C:13]2[CH:14]=[CH:15][CH:16]=[C:11]([C:9]3[S:10][C:5]4[C:4]([N:27]5[CH2:32][CH2:31][O:30][CH2:29][CH2:28]5)=[N:3][C:2]([C:38]5[CH:37]=[C:36]6[CH:35]=[CH:34][NH:33][C:41]6=[N:40][CH:39]=5)=[N:7][C:6]=4[C:8]=3[CH3:26])[CH:12]=2)=[O:18])[CH2:20][CH2:21]1. (4) Given the reactants [F:1][C:2]1[CH:7]=[C:6]([C:8]2[CH:13]=[CH:12][C:11]([F:14])=[CH:10][N:9]=2)[CH:5]=[CH:4][C:3]=1[C:15](=[O:17])[CH3:16].Br[CH2:19][C:20]([O:22][CH2:23][CH3:24])=[O:21], predict the reaction product. The product is: [F:1][C:2]1[CH:7]=[C:6]([C:8]2[CH:13]=[CH:12][C:11]([F:14])=[CH:10][N:9]=2)[CH:5]=[CH:4][C:3]=1[C:15]([OH:17])([CH3:16])[CH2:19][C:20]([O:22][CH2:23][CH3:24])=[O:21]. (5) Given the reactants Br[C:2]1[CH:7]=[CH:6][C:5]([C:8]2[CH:13]=[CH:12][C:11]([F:14])=[CH:10][CH:9]=2)=[CH:4][CH:3]=1.[NH2:15][C:16]1[C:20]([Br:21])=[CH:19][N:18]([CH3:22])[N:17]=1.CC(C)([O-])C.[Na+].C1C=CC(P(C2C(C3C(P(C4C=CC=CC=4)C4C=CC=CC=4)=CC=C4C=3C=CC=C4)=C3C(C=CC=C3)=CC=2)C2C=CC=CC=2)=CC=1, predict the reaction product. The product is: [Br:21][C:20]1[C:16]([NH:15][C:2]2[CH:7]=[CH:6][C:5]([C:8]3[CH:13]=[CH:12][C:11]([F:14])=[CH:10][CH:9]=3)=[CH:4][CH:3]=2)=[N:17][N:18]([CH3:22])[CH:19]=1. (6) Given the reactants P(Cl)(Cl)([Cl:3])=O.[CH3:6][O:7][C:8]1[CH:9]=[C:10]2[C:15](=[CH:16][CH:17]=1)[N:14]=[C:13]([C:18]1[CH:19]=[N:20][CH:21]=[CH:22][CH:23]=1)[NH:12][C:11]2=O.[OH-].[NH4+], predict the reaction product. The product is: [Cl:3][C:11]1[C:10]2[C:15](=[CH:16][CH:17]=[C:8]([O:7][CH3:6])[CH:9]=2)[N:14]=[C:13]([C:18]2[CH:19]=[N:20][CH:21]=[CH:22][CH:23]=2)[N:12]=1. (7) Given the reactants [NH2:1][CH2:2][CH2:3][O:4][C@@H:5]([C:19]1[CH:24]=[CH:23][C:22]([F:25])=[C:21]([Cl:26])[CH:20]=1)[C@@H:6]1[CH2:11][CH2:10][CH2:9][N:8]([C:12]([O:14][C:15]([CH3:18])([CH3:17])[CH3:16])=[O:13])[CH2:7]1.CCN(CC)CC.Cl[C:35]([O:37][CH3:38])=[O:36].O, predict the reaction product. The product is: [Cl:26][C:21]1[CH:20]=[C:19]([C@H:5]([O:4][CH2:3][CH2:2][NH:1][C:35]([O:37][CH3:38])=[O:36])[C@@H:6]2[CH2:11][CH2:10][CH2:9][N:8]([C:12]([O:14][C:15]([CH3:18])([CH3:17])[CH3:16])=[O:13])[CH2:7]2)[CH:24]=[CH:23][C:22]=1[F:25].